Dataset: Full USPTO retrosynthesis dataset with 1.9M reactions from patents (1976-2016). Task: Predict the reactants needed to synthesize the given product. (1) Given the product [OH:1][C:2]1[CH:3]=[C:4]([CH:8]=[C:9]([C:11]([F:14])([F:13])[F:12])[CH:10]=1)[C:5]([NH:16][CH3:15])=[O:6], predict the reactants needed to synthesize it. The reactants are: [OH:1][C:2]1[CH:3]=[C:4]([CH:8]=[C:9]([C:11]([F:14])([F:13])[F:12])[CH:10]=1)[C:5](O)=[O:6].[CH3:15][NH2:16]. (2) Given the product [Br:1][C:2]1[CH:3]=[C:4]([CH2:13][CH2:14][CH2:15][CH2:16][CH2:17][CH3:18])[C:5]2[O:9][CH2:8][C:7]([CH3:10])([CH3:11])[C:6]=2[CH:12]=1, predict the reactants needed to synthesize it. The reactants are: [Br:1][C:2]1[CH:3]=[C:4]([C:13](=O)[CH2:14][CH2:15][CH2:16][CH2:17][CH3:18])[C:5]2[O:9][CH2:8][C:7]([CH3:11])([CH3:10])[C:6]=2[CH:12]=1.FC(F)(F)C(O)=O.C([SiH](CC)CC)C.ClCCl. (3) The reactants are: Br[C:2]1[C:8]([C:9]([F:12])([F:11])[F:10])=[CH:7][C:5]([NH2:6])=[CH:4][C:3]=1[Cl:13].CC1(C)C(C)(C)OB([C:22]2[CH:27]=[CH:26][C:25]([C@@H:28]([NH:30][S:31]([CH3:34])(=[O:33])=[O:32])[CH3:29])=[CH:24][CH:23]=2)O1.C(=O)([O-])[O-].[Na+].[Na+].O. Given the product [NH2:6][C:5]1[CH:7]=[C:8]([C:9]([F:12])([F:11])[F:10])[C:2]([C:22]2[CH:23]=[CH:24][C:25]([C@@H:28]([NH:30][S:31]([CH3:34])(=[O:32])=[O:33])[CH3:29])=[CH:26][CH:27]=2)=[C:3]([Cl:13])[CH:4]=1, predict the reactants needed to synthesize it. (4) Given the product [F:10][S:9]([F:14])([F:13])([F:12])([F:11])[C:6]1[CH:7]=[CH:8][C:3]([C:2]([Cl:1])=[O:19])=[CH:4][CH:5]=1, predict the reactants needed to synthesize it. The reactants are: [Cl:1][C:2](Cl)(Cl)[C:3]1[CH:8]=[CH:7][C:6]([S:9]([F:14])([F:13])([F:12])([F:11])[F:10])=[CH:5][CH:4]=1.C(O)(=[O:19])C.N#N.C1(P(C2C=CC=CC=2)C2C=CC=CC=2)C=CC=CC=1. (5) Given the product [CH3:1][O:2][C:3]1[CH:8]=[CH:7][C:6]([S:9]([N:12]([C@@H:13]([CH2:21][CH:22]=[CH2:23])[C:14]([OH:16])=[O:15])[CH2:24][C:25]2[CH:26]=[N:27][CH:28]=[CH:29][CH:30]=2)(=[O:11])=[O:10])=[CH:5][CH:4]=1, predict the reactants needed to synthesize it. The reactants are: [CH3:1][O:2][C:3]1[CH:8]=[CH:7][C:6]([S:9]([N:12]([CH2:24][C:25]2[CH:26]=[N:27][CH:28]=[CH:29][CH:30]=2)[C@@H:13]([CH2:21][CH:22]=[CH2:23])[C:14]([O:16]C(C)(C)C)=[O:15])(=[O:11])=[O:10])=[CH:5][CH:4]=1.FC(F)(F)C(O)=O. (6) The reactants are: [NH2:1][C@@H:2]1[CH2:6][CH2:5][N:4]([C:7]2[N:12]([CH3:13])[C:11](=[O:14])[CH:10]=[C:9]([C:15]3[CH:20]=[CH:19][N:18]=[CH:17][CH:16]=3)[N:8]=2)[CH2:3]1.Br[C:22]1[CH:27]=[CH:26][CH:25]=[CH:24][C:23]=1[O:28][CH3:29].CC(C)([O-])C.[Na+].C1(P(C2C=CC=CC=2)C2C=CC3C(=CC=CC=3)C=2C2C3C(=CC=CC=3)C=CC=2P(C2C=CC=CC=2)C2C=CC=CC=2)C=CC=CC=1. Given the product [CH3:29][O:28][C:23]1[CH:24]=[CH:25][CH:26]=[CH:27][C:22]=1[NH:1][C@@H:2]1[CH2:6][CH2:5][N:4]([C:7]2[N:12]([CH3:13])[C:11](=[O:14])[CH:10]=[C:9]([C:15]3[CH:16]=[CH:17][N:18]=[CH:19][CH:20]=3)[N:8]=2)[CH2:3]1, predict the reactants needed to synthesize it.